This data is from Reaction yield outcomes from USPTO patents with 853,638 reactions. The task is: Predict the reaction yield, written as a fraction of the theoretical maximum amount of product (1.0 means a 100% yield; for example, 0.34 means a 34% yield). The reactants are [F:1][C:2]1[CH:7]=[CH:6][C:5]([N+:8]([O-])=O)=[CH:4][C:3]=1[C:11]12[CH2:18][CH:17]1[CH2:16][CH2:15][S:14][C:13]([NH:19][C:20](=[O:26])[O:21][C:22]([CH3:25])([CH3:24])[CH3:23])=[N:12]2.[H][H]. The catalyst is CO.[Pd]. The product is [NH2:8][C:5]1[CH:6]=[CH:7][C:2]([F:1])=[C:3]([C:11]23[CH2:18][CH:17]2[CH2:16][CH2:15][S:14][C:13]([NH:19][C:20](=[O:26])[O:21][C:22]([CH3:23])([CH3:25])[CH3:24])=[N:12]3)[CH:4]=1. The yield is 0.850.